Predict the reaction yield, written as a fraction of the theoretical maximum amount of product (1.0 means a 100% yield; for example, 0.34 means a 34% yield). From a dataset of Reaction yield outcomes from USPTO patents with 853,638 reactions. (1) The reactants are [Cl:1][C:2]1[CH:7]=[CH:6][C:5]([NH:8][C:9](=[O:12])[CH2:10][CH3:11])=[CH:4][C:3]=1[C:13]1[O:14][C:15]2[CH:21]=[CH:20][C:19]([CH3:22])=[CH:18][C:16]=2[N:17]=1.[H-].[Na+].I[CH3:26].[Cl-].[NH4+]. The catalyst is CS(C)=O. The product is [Cl:1][C:2]1[CH:7]=[CH:6][C:5]([N:8]([CH3:26])[C:9](=[O:12])[CH2:10][CH3:11])=[CH:4][C:3]=1[C:13]1[O:14][C:15]2[CH:21]=[CH:20][C:19]([CH3:22])=[CH:18][C:16]=2[N:17]=1. The yield is 0.730. (2) The reactants are I[C:2]1[CH:7]=[CH:6][C:5]([I:8])=[CH:4][CH:3]=1.C(O)(=O)C(O)=O.[CH2:15]1[C:18]2([CH2:21][NH:20][CH2:19]2)[CH2:17][O:16]1.C1C=CC2C(C3C(O)=CC=C4C=3C=CC=C4)=C(O)C=CC=2C=1.[O-]P([O-])([O-])=O.[K+].[K+].[K+]. The catalyst is CN(C=O)C.CCOC(C)=O.[Cu]I. The product is [I:8][C:5]1[CH:6]=[CH:7][C:2]([N:20]2[CH2:21][C:18]3([CH2:15][O:16][CH2:17]3)[CH2:19]2)=[CH:3][CH:4]=1. The yield is 0.370. (3) The reactants are C([N:8]1[C:13]([C:14]2[CH:19]=[CH:18][C:17]([Cl:20])=[CH:16][CH:15]=2)=[C:12]([C:21]2[CH:26]=[CH:25][C:24]([Cl:27])=[CH:23][CH:22]=2)[C:11](=[O:28])[N:10](CC2C=CC=CC=2)[C:9]1=[O:36])C1C=CC=CC=1.[Al+3].[Cl-].[Cl-].[Cl-]. The catalyst is C1(C)C=CC=CC=1. The product is [Cl:27][C:24]1[CH:23]=[CH:22][C:21]([C:12]2[C:11](=[O:28])[NH:10][C:9](=[O:36])[NH:8][C:13]=2[C:14]2[CH:19]=[CH:18][C:17]([Cl:20])=[CH:16][CH:15]=2)=[CH:26][CH:25]=1. The yield is 0.800. (4) The reactants are Br[CH2:2][CH:3]1[CH:5]([CH3:6])[O:4]1.[C:7]1([CH:13]([C:15]2[CH:20]=[CH:19][CH:18]=[CH:17][CH:16]=2)[NH2:14])[CH:12]=[CH:11][CH:10]=[CH:9][CH:8]=1. The catalyst is CO. The product is [CH:13]([N:14]1[CH2:2][CH:3]([OH:4])[CH:5]1[CH3:6])([C:15]1[CH:16]=[CH:17][CH:18]=[CH:19][CH:20]=1)[C:7]1[CH:12]=[CH:11][CH:10]=[CH:9][CH:8]=1. The yield is 0.350. (5) The reactants are [OH:1][C:2]([C:5]([CH3:11])([CH:9]=[CH2:10])[C:6]([OH:8])=[O:7])([CH3:4])[CH3:3].N1C(C)=CC=CC=1C.[C:20]([Si:24]([CH3:27])([CH3:26])Cl)([CH3:23])([CH3:22])[CH3:21]. The catalyst is ClCCl. The product is [C:20]([Si:24]([CH3:27])([CH3:26])[O:1][C:2]([C:5]([CH3:11])([CH:9]=[CH2:10])[C:6]([OH:8])=[O:7])([CH3:4])[CH3:3])([CH3:23])([CH3:22])[CH3:21]. The yield is 0.950. (6) The reactants are O.O.O.O.O.O.O.O.O.O.O.O.P([O-])([O-])(O)=O.[Na+].[Na+].S([O-])([O-])=O.[Na+].[Na+].[O:26]=[C:27]1[CH2:35][C:34]2[C:29](=[CH:30][CH:31]=[C:32]([S:36](Cl)(=[O:38])=[O:37])[CH:33]=2)[NH:28]1.[Cl:40][C:41]1[CH:48]=[CH:47][CH:46]=[C:45]([Cl:49])[C:42]=1[CH2:43]Br. The catalyst is O.CC(C)=O. The product is [Cl:40][C:41]1[CH:48]=[CH:47][CH:46]=[C:45]([Cl:49])[C:42]=1[CH2:43][S:36]([C:32]1[CH:33]=[C:34]2[C:29](=[CH:30][CH:31]=1)[NH:28][C:27](=[O:26])[CH2:35]2)(=[O:38])=[O:37]. The yield is 0.880. (7) The yield is 0.333. The reactants are CCN(C(C)C)C(C)C.[CH:10]1[C:18]2[C:17]3[CH:19]=[CH:20][CH:21]=[CH:22][C:16]=3[O:15][C:14]=2[CH:13]=[CH:12][C:11]=1[C:23]([OH:25])=O.C1C=CC2N(O)N=NC=2C=1.CCN=C=NCCCN(C)C.FC(F)(F)C(O)=O.[NH2:54][CH2:55][C:56]([N:58]1[CH2:63][CH2:62][N:61]([C:64](=[O:75])[C:65]2[CH:70]=[CH:69][CH:68]=[CH:67][C:66]=2[C:71]([F:74])([F:73])[F:72])[CH2:60][CH2:59]1)=[O:57]. The catalyst is CN(C=O)C.O. The product is [O:57]=[C:56]([N:58]1[CH2:59][CH2:60][N:61]([C:64](=[O:75])[C:65]2[CH:70]=[CH:69][CH:68]=[CH:67][C:66]=2[C:71]([F:74])([F:73])[F:72])[CH2:62][CH2:63]1)[CH2:55][NH:54][C:23]([C:11]1[CH:12]=[CH:13][C:14]2[O:15][C:16]3[CH:22]=[CH:21][CH:20]=[CH:19][C:17]=3[C:18]=2[CH:10]=1)=[O:25].